From a dataset of Full USPTO retrosynthesis dataset with 1.9M reactions from patents (1976-2016). Predict the reactants needed to synthesize the given product. (1) Given the product [C:7]1([C:13]2[N:14]=[C:15]([C:18]3([CH2:24][NH2:25])[CH2:19][CH2:20][O:21][CH2:22][CH2:23]3)[S:16][CH:17]=2)[CH:8]=[CH:9][CH:10]=[CH:11][CH:12]=1, predict the reactants needed to synthesize it. The reactants are: [H-].[H-].[H-].[H-].[Li+].[Al+3].[C:7]1([C:13]2[N:14]=[C:15]([C:18]3([C:24]#[N:25])[CH2:23][CH2:22][O:21][CH2:20][CH2:19]3)[S:16][CH:17]=2)[CH:12]=[CH:11][CH:10]=[CH:9][CH:8]=1. (2) Given the product [CH3:1][O:2][C:3]1[CH:8]=[CH:7][C:6]([C:9](=[O:10])[N:16]([CH3:17])[CH3:15])=[CH:5][C:4]=1[B:12]([OH:14])[OH:13], predict the reactants needed to synthesize it. The reactants are: [CH3:1][O:2][C:3]1[CH:8]=[CH:7][C:6]([C:9](O)=[O:10])=[CH:5][C:4]=1[B:12]([OH:14])[OH:13].[CH3:15][NH:16][CH3:17].O1CCCC1.O.O.ON1C2C=CC=CC=2N=N1.Cl.C(N=C=NCCCN(C)C)C.C(=O)(O)[O-].[Na+].